Dataset: CYP3A4 inhibition data for predicting drug metabolism from PubChem BioAssay. Task: Regression/Classification. Given a drug SMILES string, predict its absorption, distribution, metabolism, or excretion properties. Task type varies by dataset: regression for continuous measurements (e.g., permeability, clearance, half-life) or binary classification for categorical outcomes (e.g., BBB penetration, CYP inhibition). Dataset: cyp3a4_veith. (1) The compound is CC(C)CN1CC2(CCN(C(=O)c3ccncc3)CC2)C1. The result is 0 (non-inhibitor). (2) The molecule is CCN1C(=O)C(O)(C2COC(C)(C)CC2=O)c2ccccc21. The result is 0 (non-inhibitor).